From a dataset of Reaction yield outcomes from USPTO patents with 853,638 reactions. Predict the reaction yield, written as a fraction of the theoretical maximum amount of product (1.0 means a 100% yield; for example, 0.34 means a 34% yield). (1) The reactants are Cl.[F:2][C:3]1[CH:4]=[C:5]2[C:10](=[C:11]([N:13]3[CH2:18][CH2:17][N:16]([CH3:19])[CH2:15][CH2:14]3)[CH:12]=1)[O:9][CH:8]([C:20]([OH:22])=O)[CH2:7][CH2:6]2.C(N(CC)C(C)C)(C)C.CN(C(ON1N=NC2C=CC=CC1=2)=[N+](C)C)C.[B-](F)(F)(F)F.[NH2:54][C:55]1[CH:60]=[CH:59][C:58]([N:61]2[CH2:66][CH2:65][CH2:64][N:63]([CH3:67])[C:62]2=[O:68])=[CH:57][CH:56]=1. The catalyst is CN(C)C=O. The product is [F:2][C:3]1[CH:4]=[C:5]2[C:10](=[C:11]([N:13]3[CH2:14][CH2:15][N:16]([CH3:19])[CH2:17][CH2:18]3)[CH:12]=1)[O:9][CH:8]([C:20]([NH:54][C:55]1[CH:56]=[CH:57][C:58]([N:61]3[CH2:66][CH2:65][CH2:64][N:63]([CH3:67])[C:62]3=[O:68])=[CH:59][CH:60]=1)=[O:22])[CH2:7][CH2:6]2. The yield is 0.510. (2) The reactants are [N+:1]([C:4]1[CH:12]=[CH:11][C:7]([C:8](Cl)=[O:9])=[CH:6][CH:5]=1)([O-:3])=[O:2].[Cl-].[Cl-].[Cl-].[Al+3].[Cl:17][C:18]1[CH:19]=[C:20]([C:24]2[C:29]([F:30])=[CH:28][CH:27]=[CH:26][C:25]=2[O:31][CH3:32])[CH:21]=[CH:22][CH:23]=1. The catalyst is [N+](C1C=CC=CC=1)([O-])=O. The product is [Cl:17][C:18]1[CH:19]=[C:20]([C:24]2[C:25]([O:31][CH3:32])=[CH:26][CH:27]=[C:28]([C:8]([C:7]3[CH:11]=[CH:12][C:4]([N+:1]([O-:3])=[O:2])=[CH:5][CH:6]=3)=[O:9])[C:29]=2[F:30])[CH:21]=[CH:22][CH:23]=1. The yield is 0.910. (3) The reactants are [C:1]1([C:13]2[CH:18]=[CH:17][CH:16]=[CH:15][CH:14]=2)[CH:6]=[CH:5][CH:4]=[CH:3][C:2]=1[C:7](=[O:12])[C:8]([F:11])([F:10])[F:9].O1CCCC1.B. The catalyst is C1COCC1.Cl. The product is [C:1]1([C:13]2[CH:18]=[CH:17][CH:16]=[CH:15][CH:14]=2)[CH:6]=[CH:5][CH:4]=[CH:3][C:2]=1[CH:7]([OH:12])[C:8]([F:10])([F:11])[F:9]. The yield is 0.960. (4) The reactants are [NH2:1][C:2]1[CH:7]=[CH:6][CH:5]=[CH:4][N:3]=1.Br[CH2:9][C:10](=O)[C:11]([O:13][CH2:14][CH3:15])=[O:12]. The catalyst is O1CCCC1.C(O)C. The product is [N:1]1[C:10]([C:11]([O:13][CH2:14][CH3:15])=[O:12])=[CH:9][N:3]2[CH:4]=[CH:5][CH:6]=[CH:7][C:2]=12. The yield is 0.840. (5) No catalyst specified. The product is [CH2:13]([NH:12][C:4]1[N:5]=[C:6]([NH:8][CH2:9][CH2:10][CH3:11])[N:7]=[C:2]([N:22]([CH3:23])[O:21][CH2:17][CH:18]([CH3:20])[CH3:19])[N:3]=1)[CH2:14][CH3:15]. The reactants are Cl[C:2]1[N:7]=[C:6]([NH:8][CH2:9][CH2:10][CH3:11])[N:5]=[C:4]([NH:12][CH2:13][CH2:14][CH3:15])[N:3]=1.Cl.[CH2:17]([O:21][NH:22][CH3:23])[CH:18]([CH3:20])[CH3:19]. The yield is 0.820. (6) The yield is 0.180. The product is [NH2:20][CH2:19][CH2:18][CH2:17][C:15]([N:14]([CH2:13][C:10]1[CH:11]=[C:12]2[C:7](=[CH:8][CH:9]=1)[N:6]([C:29]1[CH:34]=[C:33]([C:35]#[C:36][C@:37]3([OH:44])[CH2:41][CH2:40][N:39]([CH3:42])[C:38]3=[O:43])[CH:32]=[CH:31][N:30]=1)[N:5]=[C:4]2[C:1]([NH2:2])=[O:3])[CH3:28])=[O:16]. The catalyst is C(OCC)(=O)C. The reactants are [C:1]([C:4]1[C:12]2[C:7](=[CH:8][CH:9]=[C:10]([CH2:13][N:14]([CH3:28])[C:15]([CH2:17][CH2:18][CH2:19][NH:20]C(=O)OC(C)(C)C)=[O:16])[CH:11]=2)[N:6]([C:29]2[CH:34]=[C:33]([C:35]#[C:36][C@:37]3([OH:44])[CH2:41][CH2:40][N:39]([CH3:42])[C:38]3=[O:43])[CH:32]=[CH:31][N:30]=2)[N:5]=1)(=[O:3])[NH2:2]. (7) The reactants are [C:1]([C:5]1[CH:9]=[C:8]([NH2:10])[N:7]([C:11]2[CH:16]=[CH:15][CH:14]=[CH:13][CH:12]=2)[N:6]=1)([CH3:4])([CH3:3])[CH3:2].[OH-].[Na+].[C:19](Cl)(=[O:26])[O:20][CH2:21][C:22]([Cl:25])([Cl:24])[Cl:23]. The catalyst is C(OCC)(=O)C. The product is [C:1]([C:5]1[CH:9]=[C:8]([NH:10][C:19](=[O:26])[O:20][CH2:21][C:22]([Cl:25])([Cl:24])[Cl:23])[N:7]([C:11]2[CH:16]=[CH:15][CH:14]=[CH:13][CH:12]=2)[N:6]=1)([CH3:4])([CH3:2])[CH3:3]. The yield is 0.550. (8) The reactants are [NH2:1][C@@H:2]([C:6]([OH:8])=[O:7])[C@H:3]([CH3:5])[OH:4].C([O-])(O)=O.[Na+].[C:14](=O)([O:27]C1C=CC=CN=1)[O:15][CH2:16][CH2:17][CH2:18][CH2:19][CH2:20][CH:21]1[CH2:26][CH2:25][CH2:24][CH2:23][CH2:22]1.O=C1C=CC=CN1C(OCCCCCC1CCCCC1)=O. The catalyst is O.C1COCC1. The product is [CH:21]1([CH2:20][CH2:19][CH2:18][CH2:17][CH2:16][O:15][C:14]([NH:1][C@H:2]([C@@H:3]([OH:4])[CH3:5])[C:6]([OH:8])=[O:7])=[O:27])[CH2:26][CH2:25][CH2:24][CH2:23][CH2:22]1. The yield is 0.810. (9) The reactants are Cl.[NH:2]1[CH:6]=[C:5]([CH2:7][C:8]([OH:10])=[O:9])[N:4]=[CH:3]1.S(=O)(=O)(O)O.[CH3:16]O. No catalyst specified. The product is [CH3:16][O:9][C:8](=[O:10])[CH2:7][C:5]1[N:4]=[CH:3][NH:2][CH:6]=1. The yield is 0.660. (10) The catalyst is CN(C=O)C. The yield is 0.750. The reactants are [NH2:1][C:2]1[O:3][CH:4]=[C:5]([C:7]([O-:9])=O)[N:6]=1.[Na+].C1C=CC2N(O)N=NC=2C=1.CCN=C=NCCCN(C)C.Cl.[NH2:33][C@H:34]([CH:53]([CH3:55])[CH3:54])[C:35]([N:37]1[CH2:42][CH2:41][C@@:40]([C:44]2[CH:49]=[CH:48][C:47]([Cl:50])=[CH:46][CH:45]=2)([OH:43])[C:39]([CH3:52])([CH3:51])[CH2:38]1)=[O:36]. The product is [NH2:1][C:2]1[O:3][CH:4]=[C:5]([C:7]([NH:33][C@H:34]([CH:53]([CH3:55])[CH3:54])[C:35]([N:37]2[CH2:42][CH2:41][C@@:40]([C:44]3[CH:45]=[CH:46][C:47]([Cl:50])=[CH:48][CH:49]=3)([OH:43])[C:39]([CH3:51])([CH3:52])[CH2:38]2)=[O:36])=[O:9])[N:6]=1.